Predict the reaction yield, written as a fraction of the theoretical maximum amount of product (1.0 means a 100% yield; for example, 0.34 means a 34% yield). From a dataset of Reaction yield outcomes from USPTO patents with 853,638 reactions. The reactants are [C:1]([O:5][C:6](=O)[NH:7][C@H:8]([C:14](=[O:34])[NH:15][C@H:16]([CH2:23][N:24]1[C:32]2[C:27](=[CH:28][C:29]([F:33])=[CH:30][CH:31]=2)[CH2:26][CH2:25]1)[CH2:17][CH2:18][S:19]([CH3:22])(=[O:21])=[O:20])[CH2:9][C:10]([CH3:13])([CH3:12])[CH3:11])(C)([CH3:3])[CH3:2].FC(F)(F)C(O)=O.CN(C(ON1N=N[C:53]2[CH:54]=CC=N[C:52]1=2)=[N+](C)C)C.F[P-](F)(F)(F)(F)F.C([N:70](C(C)C)CC)(C)C.C(=O)(O)[O-].[Na+]. The catalyst is ClCCl.O. The product is [F:33][C:29]1[CH:28]=[C:27]2[C:32](=[CH:31][CH:30]=1)[N:24]([CH2:23][C@@H:16]([NH:15][C:14](=[O:34])[C@@H:8]([NH:7][C:6]1[O:5][C:1]3[CH:2]=[CH:54][CH:53]=[CH:52][C:3]=3[N:70]=1)[CH2:9][C:10]([CH3:13])([CH3:12])[CH3:11])[CH2:17][CH2:18][S:19]([CH3:22])(=[O:21])=[O:20])[CH2:25][CH2:26]2. The yield is 0.760.